This data is from Peptide-MHC class I binding affinity with 185,985 pairs from IEDB/IMGT. The task is: Regression. Given a peptide amino acid sequence and an MHC pseudo amino acid sequence, predict their binding affinity value. This is MHC class I binding data. (1) The peptide sequence is LLLIALWNL. The MHC is HLA-A02:06 with pseudo-sequence HLA-A02:06. The binding affinity (normalized) is 1.00. (2) The peptide sequence is SSLERFEIF. The MHC is Mamu-A02 with pseudo-sequence Mamu-A02. The binding affinity (normalized) is 1.00.